From a dataset of Forward reaction prediction with 1.9M reactions from USPTO patents (1976-2016). Predict the product of the given reaction. (1) Given the reactants [OH:1][C:2]1[CH:10]=[C:9]2[C:5]([CH:6]=[C:7]([C:11]([OH:13])=[O:12])[NH:8]2)=[CH:4][CH:3]=1.Cl.[CH3:15]O, predict the reaction product. The product is: [CH3:15][O:12][C:11]([C:7]1[NH:8][C:9]2[C:5]([CH:6]=1)=[CH:4][CH:3]=[C:2]([OH:1])[CH:10]=2)=[O:13]. (2) Given the reactants Br[C:2]1[C:3]([C:16]2[CH:21]=[CH:20][CH:19]=[CH:18][CH:17]=2)=[N:4][C:5]2[C:10]([N:11]=1)=[CH:9][C:8]([C:12]([O:14][CH3:15])=[O:13])=[CH:7][CH:6]=2.Cl.[NH:23]1[CH2:27][CH2:26][C@H:25]([OH:28])[CH2:24]1.CCN(C(C)C)C(C)C.C1(C)C=CC=CC=1, predict the reaction product. The product is: [OH:28][C@H:25]1[CH2:26][CH2:27][N:23]([C:2]2[C:3]([C:16]3[CH:21]=[CH:20][CH:19]=[CH:18][CH:17]=3)=[N:4][C:5]3[C:10]([N:11]=2)=[CH:9][C:8]([C:12]([O:14][CH3:15])=[O:13])=[CH:7][CH:6]=3)[CH2:24]1. (3) Given the reactants [OH-].[Na+:2].[CH3:3][C:4]1[N:8]([CH2:9][CH2:10][CH2:11][O:12][C:13]2[CH:18]=[CH:17][C:16]([CH2:19][CH2:20][CH2:21][CH2:22][CH3:23])=[CH:15][CH:14]=2)[C:7]([C:24]2[CH:41]=[CH:40][C:27]([O:28][C@H:29]([CH2:33][C:34]3[CH:39]=[CH:38][CH:37]=[CH:36][CH:35]=3)[C:30]([OH:32])=[O:31])=[CH:26][CH:25]=2)=[CH:6][CH:5]=1, predict the reaction product. The product is: [CH3:3][C:4]1[N:8]([CH2:9][CH2:10][CH2:11][O:12][C:13]2[CH:18]=[CH:17][C:16]([CH2:19][CH2:20][CH2:21][CH2:22][CH3:23])=[CH:15][CH:14]=2)[C:7]([C:24]2[CH:25]=[CH:26][C:27]([O:28][C@H:29]([CH2:33][C:34]3[CH:39]=[CH:38][CH:37]=[CH:36][CH:35]=3)[C:30]([O-:32])=[O:31])=[CH:40][CH:41]=2)=[CH:6][CH:5]=1.[Na+:2]. (4) Given the reactants [NH2:1][C:2]1[C:3]([C:8]([O:10][CH3:11])=[O:9])=[N:4][CH:5]=[CH:6][N:7]=1.[Br:12]N1C(=O)CCC1=O, predict the reaction product. The product is: [NH2:1][C:2]1[C:3]([C:8]([O:10][CH3:11])=[O:9])=[N:4][C:5]([Br:12])=[CH:6][N:7]=1. (5) The product is: [C:18]1([CH:12]([C:3]2[C:2](=[O:1])[C:7]([CH3:8])=[C:6]([CH3:9])[C:5](=[O:10])[C:4]=2[CH3:11])[CH2:13][CH2:14][C:15]([OH:17])=[O:16])[CH:23]=[CH:22][CH:21]=[CH:20][CH:19]=1. Given the reactants [OH:1][C:2]1[C:7]([CH3:8])=[C:6]([CH3:9])[C:5]([OH:10])=[C:4]([CH3:11])[C:3]=1[CH:12]([C:18]1[CH:23]=[CH:22][CH:21]=[CH:20][CH:19]=1)[CH2:13][CH2:14][C:15]([OH:17])=[O:16].[N+]([O-])([O-])=O.[Ce].[NH4+].O.CCOCC, predict the reaction product. (6) Given the reactants [BrH:1].[CH2:2]([NH:9][CH2:10][C@H:11]1[CH2:20][CH2:19][C:18]2[C:13](=[CH:14][CH:15]=[CH:16][CH:17]=2)[O:12]1)[C:3]1[CH:8]=[CH:7][CH:6]=[CH:5][CH:4]=1.BrBr.O, predict the reaction product. The product is: [CH2:2]([NH:9][CH2:10][C@H:11]1[CH2:20][CH2:19][C:18]2[C:13](=[CH:14][CH:15]=[C:16]([Br:1])[CH:17]=2)[O:12]1)[C:3]1[CH:4]=[CH:5][CH:6]=[CH:7][CH:8]=1. (7) Given the reactants C(OC(=O)[NH:7][C:8]1[CH:13]=[CH:12][C:11]([C:14]2[CH:19]=[C:18]([Cl:20])[N:17]=[CH:16][N:15]=2)=[CH:10][CH:9]=1)(C)(C)C.C(Cl)Cl.Cl, predict the reaction product. The product is: [Cl:20][C:18]1[N:17]=[CH:16][N:15]=[C:14]([C:11]2[CH:12]=[CH:13][C:8]([NH2:7])=[CH:9][CH:10]=2)[CH:19]=1. (8) Given the reactants [CH2-:1][C:2]([CH3:4])=[O:3].[CH2-:5][C:6]([CH3:8])=[O:7].[C:9]([C:12]([C@H:14]([C@@H:16]([C@@H:18]([CH2:20][OH:21])[OH:19])[OH:17])[OH:15])=O)([OH:11])=[O:10].[Si](C=[N+]=[N-])(C)(C)C.C[CH2:30][O:31]CC, predict the reaction product. The product is: [CH2-:1][C:2]([CH3:4])=[O:3].[CH2-:5][C:6]([CH3:8])=[O:7].[C:9]([CH2:12][C:14]([C@H:16]([C@@H:18]([C@@H:20]([CH2:30][OH:31])[OH:21])[OH:19])[OH:17])=[O:15])([OH:11])=[O:10]. (9) Given the reactants [C:1]([O:5][C:6]([NH:8][C@@H:9]([CH:27]1[CH2:31][CH2:30][CH2:29][CH2:28]1)[C:10]([N:12]1[C@@H:20]([C:21]#[C:22][Si](C)(C)C)[CH2:19][CH2:18][C@H:13]1[C:14]([O:16]C)=[O:15])=[O:11])=[O:7])([CH3:4])([CH3:3])[CH3:2].O[Li].O, predict the reaction product. The product is: [C:1]([O:5][C:6]([NH:8][C@@H:9]([CH:27]1[CH2:28][CH2:29][CH2:30][CH2:31]1)[C:10]([N:12]1[C@@H:20]([C:21]#[CH:22])[CH2:19][CH2:18][C@H:13]1[C:14]([OH:16])=[O:15])=[O:11])=[O:7])([CH3:4])([CH3:2])[CH3:3].